This data is from Reaction yield outcomes from USPTO patents with 853,638 reactions. The task is: Predict the reaction yield, written as a fraction of the theoretical maximum amount of product (1.0 means a 100% yield; for example, 0.34 means a 34% yield). (1) The reactants are [F:1][C:2]1[CH:3]=[C:4]2[C:8](=[CH:9][CH:10]=1)[NH:7][C:6](=[O:11])[CH2:5]2.[CH:12]([C:14]1[NH:18][C:17]([CH3:19])=[C:16]([C:20]([OH:22])=[O:21])[C:15]=1[CH3:23])=O. The catalyst is N1CCCC1.C(O)C. The product is [F:1][C:2]1[CH:3]=[C:4]2[C:8](=[CH:9][CH:10]=1)[NH:7][C:6](=[O:11])/[C:5]/2=[CH:12]\[C:14]1[NH:18][C:17]([CH3:19])=[C:16]([C:20]([OH:22])=[O:21])[C:15]=1[CH3:23]. The yield is 0.960. (2) The reactants are Cl.Cl.[F:3][C:4]1[CH:5]=[C:6]([NH:31]C(NC(=O)CC2C=CC(F)=CC=2)=S)[CH:7]=[CH:8][C:9]=1[O:10][C:11]1[C:16]2=[C:17]([CH3:30])C(OCCN3CCN(C)CC3)=CN2N=CN=1.[OH:45][C:46]1[N:54]=[CH:53][CH:52]=[CH:51][C:47]=1[C:48]([OH:50])=O.CN(C(O[N:63]1N=NC2C=[CH:67][CH:68]=[N:69][C:64]1=2)=[N+](C)C)C.F[P-](F)(F)(F)(F)F.CCN(C(C)C)C(C)C. The catalyst is CN(C=O)C.CN(C1C=CN=CC=1)C. The product is [NH:63]1[C:64]2=[N:69][CH:68]=[CH:67][C:11]([O:10][C:9]3[CH:8]=[CH:7][C:6]([NH:31][C:48]([C:47]4[C:46](=[O:45])[NH:54][CH:53]=[CH:52][CH:51]=4)=[O:50])=[CH:5][C:4]=3[F:3])=[C:16]2[CH:17]=[CH:30]1. The yield is 0.220. (3) The reactants are Cl.[N+:2]([C:5]1[CH:12]=[CH:11][CH:10]=[C:9](/[CH:13]=[CH:14]/[CH3:15])[C:6]=1[C:7]#[N:8])([O-])=O. The catalyst is CCO.[Fe]. The product is [NH2:2][C:5]1[CH:12]=[CH:11][CH:10]=[C:9](/[CH:13]=[CH:14]/[CH3:15])[C:6]=1[C:7]#[N:8]. The yield is 0.810. (4) The reactants are [CH:1]([NH:4][C:5]([C:7]1[C:15]2[C:10](=[N:11][CH:12]=[C:13]([O:16][C:17]3[CH:18]=[C:19]4[C:23](=[CH:24][CH:25]=3)[NH:22][CH:21]=[CH:20]4)[N:14]=2)[N:9](COCC[Si](C)(C)C)[CH:8]=1)=[O:6])([CH3:3])[CH3:2].[F-].C([N+](CCCC)(CCCC)CCCC)CCC. The catalyst is C1COCC1. The product is [CH:1]([NH:4][C:5]([C:7]1[C:15]2[C:10](=[N:11][CH:12]=[C:13]([O:16][C:17]3[CH:18]=[C:19]4[C:23](=[CH:24][CH:25]=3)[NH:22][CH:21]=[CH:20]4)[N:14]=2)[NH:9][CH:8]=1)=[O:6])([CH3:3])[CH3:2]. The yield is 0.0800. (5) The reactants are [CH3:1][C:2]1[N:6]([CH2:7][C:8](=[O:10])[CH3:9])[N:5]=[C:4]([N+:11]([O-:13])=[O:12])[CH:3]=1.[BH4-].[Na+]. The catalyst is C(O)C. The product is [CH3:1][C:2]1[N:6]([CH2:7][CH:8]([OH:10])[CH3:9])[N:5]=[C:4]([N+:11]([O-:13])=[O:12])[CH:3]=1. The yield is 0.880. (6) The reactants are [OH-].[Na+].[N+:3]([CH3:6])([O-:5])=[O:4].[CH2:7]([O:9][C:10]1[C:11]([B:19]2[O:23][C:22](C)(C)C(C)(C)[O:20]2)=[C:12]([CH:15]=[CH:16][C:17]=1[F:18])C=O)[CH3:8].Cl. The catalyst is O.C1COCC1. The product is [CH2:7]([O:9][C:10]1[C:11]2[B:19]([OH:20])[O:23][CH:22]([CH2:6][N+:3]([O-:5])=[O:4])[C:12]=2[CH:15]=[CH:16][C:17]=1[F:18])[CH3:8]. The yield is 0.690. (7) The reactants are Cl[C:2]1[CH:3]=[C:4]([CH:35]2[CH2:37][CH2:36]2)[C:5]2[N:6]([C:8]([C:29]3[CH:34]=[CH:33][CH:32]=[CH:31][CH:30]=3)=[C:9]([C:11]3[CH:16]=[CH:15][C:14]([C:17]4([NH:21][C:22](=[O:28])[O:23][C:24]([CH3:27])([CH3:26])[CH3:25])[CH2:20][CH2:19][CH2:18]4)=[CH:13][CH:12]=3)[N:10]=2)[N:7]=1.C([O-])=O.[Na+]. The catalyst is [Pd].CN(C=O)C.O.CO. The product is [C:29]1([C:8]2[N:6]3[N:7]=[CH:2][CH:3]=[C:4]([CH2:35][CH2:36][CH3:37])[C:5]3=[N:10][C:9]=2[C:11]2[CH:12]=[CH:13][C:14]([C:17]3([NH:21][C:22](=[O:28])[O:23][C:24]([CH3:27])([CH3:26])[CH3:25])[CH2:20][CH2:19][CH2:18]3)=[CH:15][CH:16]=2)[CH:30]=[CH:31][CH:32]=[CH:33][CH:34]=1. The yield is 0.930. (8) The reactants are [CH:1]([C:3]1[C:11]2[O:10][C:9]([CH3:13])([CH3:12])[CH2:8][C:7]=2[C:6]([CH3:14])=[C:5]([NH:15][C:16](=[O:22])[CH2:17][C:18]([CH3:21])([CH3:20])[CH3:19])[C:4]=1[CH3:23])=[O:2].[CH:24]([C:27]1[CH:34]=[CH:33][C:30]([CH2:31]Cl)=[CH:29][CH:28]=1)([CH3:26])[CH3:25]. No catalyst specified. The product is [OH:2][CH:1]([C:3]1[C:11]2[O:10][C:9]([CH3:12])([CH3:13])[CH2:8][C:7]=2[C:6]([CH3:14])=[C:5]([NH:15][C:16](=[O:22])[CH2:17][C:18]([CH3:21])([CH3:20])[CH3:19])[C:4]=1[CH3:23])[CH2:31][C:30]1[CH:33]=[CH:34][C:27]([CH:24]([CH3:26])[CH3:25])=[CH:28][CH:29]=1. The yield is 0.920.